Dataset: Reaction yield outcomes from USPTO patents with 853,638 reactions. Task: Predict the reaction yield, written as a fraction of the theoretical maximum amount of product (1.0 means a 100% yield; for example, 0.34 means a 34% yield). (1) The reactants are [Cl:1][C:2]1[CH:3]=[CH:4][C:5]([O:9][CH3:10])=[C:6]([CH:8]=1)[NH2:7].[N:11]([O-])=O.[Na+].Cl[Sn]Cl. The catalyst is Cl.O. The product is [Cl:1][C:2]1[CH:3]=[CH:4][C:5]([O:9][CH3:10])=[C:6]([NH:7][NH2:11])[CH:8]=1. The yield is 0.920. (2) The reactants are OC(C(F)(F)F)=O.[NH:8]1[CH2:11][CH:10]([C:12]2[CH:19]=[CH:18][C:15]([C:16]#[N:17])=[CH:14][N:13]=2)[CH2:9]1.[F:20][C:21]([F:37])([F:36])[C:22]1[O:26][N:25]=[C:24]([C:27]2[CH:28]=[C:29]([CH:33]=[CH:34][CH:35]=2)[C:30](O)=[O:31])[N:23]=1. No catalyst specified. The product is [F:36][C:21]([F:20])([F:37])[C:22]1[O:26][N:25]=[C:24]([C:27]2[CH:28]=[C:29]([CH:33]=[CH:34][CH:35]=2)[C:30]([N:8]2[CH2:9][CH:10]([C:12]3[CH:19]=[CH:18][C:15]([C:16]#[N:17])=[CH:14][N:13]=3)[CH2:11]2)=[O:31])[N:23]=1. The yield is 0.470. (3) The yield is 0.280. The reactants are [OH:1][C:2]1[CH:3]=[C:4]([CH2:8][CH2:9][C:10]([OH:12])=[O:11])[CH:5]=[CH:6][CH:7]=1.[OH-].C([P+](CCCC)(CCCC)CCCC)CCC.Cl[CH2:32][C:33]1[CH:34]=[C:35]([C:42]2[CH:47]=[C:46]([O:48][CH3:49])[CH:45]=[CH:44][C:43]=2[F:50])[C:36]([CH:39]2[CH2:41][CH2:40]2)=[CH:37][CH:38]=1. The catalyst is C1COCC1. The product is [CH:39]1([C:36]2[C:35]([C:42]3[CH:47]=[C:46]([O:48][CH3:49])[CH:45]=[CH:44][C:43]=3[F:50])=[CH:34][C:33]([CH2:32][O:1][C:2]3[CH:3]=[C:4]([CH2:8][CH2:9][C:10]([OH:12])=[O:11])[CH:5]=[CH:6][CH:7]=3)=[CH:38][CH:37]=2)[CH2:41][CH2:40]1. (4) The reactants are Br[C:2]1[CH:7]=[CH:6][C:5]([C@@H:8]([N:10]2[CH2:15][CH2:14][C@:13]([CH2:22][CH2:23][C:24]3[O:25][C:26]([CH3:29])=[N:27][N:28]=3)([C:16]3[CH:21]=[CH:20][CH:19]=[CH:18][CH:17]=3)[O:12][C:11]2=[O:30])[CH3:9])=[CH:4][CH:3]=1.[CH3:31][C:32]1([CH3:48])[C:36]([CH3:38])([CH3:37])[O:35][B:34]([B:34]2[O:35][C:36]([CH3:38])([CH3:37])[C:32]([CH3:48])([CH3:31])[O:33]2)[O:33]1.CC([O-])=O.[K+]. The catalyst is CS(C)=O.C1C=CC(P(C2C=CC=CC=2)[C-]2C=CC=C2)=CC=1.C1C=CC(P(C2C=CC=CC=2)[C-]2C=CC=C2)=CC=1.Cl[Pd]Cl.[Fe+2]. The product is [CH3:29][C:26]1[O:25][C:24]([CH2:23][CH2:22][C@@:13]2([C:16]3[CH:21]=[CH:20][CH:19]=[CH:18][CH:17]=3)[O:12][C:11](=[O:30])[N:10]([C@H:8]([C:5]3[CH:6]=[CH:7][C:2]([B:34]4[O:35][C:36]([CH3:38])([CH3:37])[C:32]([CH3:48])([CH3:31])[O:33]4)=[CH:3][CH:4]=3)[CH3:9])[CH2:15][CH2:14]2)=[N:28][N:27]=1. The yield is 0.736. (5) The reactants are C[C:2]1([CH3:9])[O:6][C@H:5]([CH2:7][OH:8])[CH2:4][O:3]1.[OH-].[K+].[CH2:12]([CH2:28]S([O-])(=O)=O)[CH2:13][CH2:14][CH2:15][CH2:16][CH2:17][CH2:18][CH2:19]/[CH:20]=[CH:21]\[CH2:22][CH2:23][CH2:24]CCC.O. The catalyst is C1C=CC=CC=1. The product is [CH2:2]([O:3][CH2:4][C@H:5]([CH2:7][OH:8])[OH:6])[CH2:9][CH2:28][CH2:12][CH2:13][CH2:14][CH2:15][CH2:16]/[CH:17]=[CH:18]\[CH2:19][CH2:20][CH2:21][CH2:22][CH2:23][CH3:24]. The yield is 0.918. (6) The reactants are [NH2:1][C:2]1[CH:6]=[CH:5][O:4][N:3]=1.[Br:7][C:8]1[C:13]([Cl:14])=[CH:12][C:11]([N:15]2[C:24]3[C:19](=[CH:20][C:21]([S:25](Cl)(=[O:27])=[O:26])=[CH:22][CH:23]=3)[C:18]([CH3:29])=[CH:17][C:16]2=[O:30])=[C:10]([O:31][CH3:32])[CH:9]=1.[Li+].C[Si]([N-][Si](C)(C)C)(C)C.O1CCOCC1. The catalyst is C1COCC1. The product is [Br:7][C:8]1[C:13]([Cl:14])=[CH:12][C:11]([N:15]2[C:24]3[C:19](=[CH:20][C:21]([S:25]([NH:1][C:2]4[CH:6]=[CH:5][O:4][N:3]=4)(=[O:26])=[O:27])=[CH:22][CH:23]=3)[C:18]([CH3:29])=[CH:17][C:16]2=[O:30])=[C:10]([O:31][CH3:32])[CH:9]=1. The yield is 0.249. (7) The reactants are [OH:1][CH2:2][C:3]1[CH:10]=[CH:9][C:6]([CH:7]=O)=[CH:5][CH:4]=1.C(O)(=O)C.O.[BrH:16]. The catalyst is C(Cl)Cl. The product is [Br:16][CH2:7][C:6]1[CH:9]=[CH:10][C:3]([CH:2]=[O:1])=[CH:4][CH:5]=1. The yield is 0.950.